Dataset: Experimentally validated miRNA-target interactions with 360,000+ pairs, plus equal number of negative samples. Task: Binary Classification. Given a miRNA mature sequence and a target amino acid sequence, predict their likelihood of interaction. The miRNA is hsa-miR-32-3p with sequence CAAUUUAGUGUGUGUGAUAUUU. The protein sequence of the target gene is MSSSFVSNGASLEDCHCNLFCLADLTGIKWKRYVWQGPTSAPILFPVTEEDPILSSFSRCLKADVLGVWRRDQRPGRRELWIFWWGKDPNFADLIHHDLSEEEDGVWENGLSYECRTLLFKAVHNLLERCLMNRNFVRIGKWFVKPYEKDEKPINKSEHLSCSFTFFLHGDSNVCTSVEINQHQPVYLLSEEHVTLAQQSNSPFQVILSPFGLNGTLTGQAFKMSDSATKKLIGEWKQFYPISCGLKEMSEEKQDDMDWEDDSLAAVEVLVAGVRMIYPACFVLVPQSDIPAPSSVGASH.... Result: 0 (no interaction).